This data is from Forward reaction prediction with 1.9M reactions from USPTO patents (1976-2016). The task is: Predict the product of the given reaction. (1) Given the reactants [C:9](O[C:9]([O:11][C:12]([CH3:15])([CH3:14])[CH3:13])=[O:10])([O:11][C:12]([CH3:15])([CH3:14])[CH3:13])=[O:10].[CH2:16]([NH:19][CH2:20][CH:21]=[CH2:22])[CH:17]=[CH2:18], predict the reaction product. The product is: [CH2:16]([N:19]([CH2:20][CH:21]=[CH2:22])[C:9](=[O:10])[O:11][C:12]([CH3:13])([CH3:14])[CH3:15])[CH:17]=[CH2:18]. (2) Given the reactants COC1C=C(OC)C=CC=1C[N:6]([C:32]1[S:36][N:35]=[CH:34][N:33]=1)[S:7]([C:10]1[CH:15]=[C:14]([F:16])[C:13]([O:17][C@H:18]2[CH2:24][CH2:23][CH2:22][CH2:21][CH2:20][C@@H:19]2[C:25]2[N:29]([CH3:30])[N:28]=[CH:27][CH:26]=2)=[CH:12][C:11]=1[F:31])(=[O:9])=[O:8].C([SiH](CC)CC)C.FC(F)(F)C(O)=O, predict the reaction product. The product is: [F:31][C:11]1[CH:12]=[C:13]([O:17][C@H:18]2[CH2:24][CH2:23][CH2:22][CH2:21][CH2:20][C@@H:19]2[C:25]2[N:29]([CH3:30])[N:28]=[CH:27][CH:26]=2)[C:14]([F:16])=[CH:15][C:10]=1[S:7]([NH:6][C:32]1[S:36][N:35]=[CH:34][N:33]=1)(=[O:8])=[O:9]. (3) Given the reactants C([O:3][C:4]([C:6]1[S:23][C:9]2[N:10]=[C:11]([NH2:22])[N:12]=[C:13]([C:14]3[CH:19]=[CH:18][C:17]([Cl:20])=[CH:16][C:15]=3[Cl:21])[C:8]=2[CH:7]=1)=O)C.[H-].C([Al+]CC(C)C)C(C)C.Cl, predict the reaction product. The product is: [NH2:22][C:11]1[N:12]=[C:13]([C:14]2[CH:19]=[CH:18][C:17]([Cl:20])=[CH:16][C:15]=2[Cl:21])[C:8]2[CH:7]=[C:6]([CH2:4][OH:3])[S:23][C:9]=2[N:10]=1. (4) Given the reactants [Cl:1][C:2]1[CH:21]=[CH:20][C:5]([CH2:6][N:7]2[CH:12]=[C:11]([C:13]([O:15][CH2:16][CH3:17])=[O:14])[C:10](O)=[CH:9][C:8]2=[O:19])=[CH:4][CH:3]=1.P(Cl)(Cl)([Cl:24])=O, predict the reaction product. The product is: [Cl:24][C:10]1[C:11]([C:13]([O:15][CH2:16][CH3:17])=[O:14])=[CH:12][N:7]([CH2:6][C:5]2[CH:20]=[CH:21][C:2]([Cl:1])=[CH:3][CH:4]=2)[C:8](=[O:19])[CH:9]=1. (5) Given the reactants [C:1]([O:5][C:6]([NH:8][C:9]1([C:13]([O:15]C)=O)[CH2:12][CH2:11][CH2:10]1)=[O:7])([CH3:4])([CH3:3])[CH3:2].O.[NH2:18][NH2:19], predict the reaction product. The product is: [C:1]([O:5][C:6]([NH:8][C:9]1([C:13]([NH:18][NH2:19])=[O:15])[CH2:12][CH2:11][CH2:10]1)=[O:7])([CH3:4])([CH3:3])[CH3:2]. (6) Given the reactants [H-].[Na+].[I:3][C:4]1[CH:5]=[C:6]2[C:10](=[CH:11][CH:12]=1)[NH:9][C:8](=[O:13])[C:7]2=[O:14].IC.[C:17](=O)([O-])O.[Na+], predict the reaction product. The product is: [I:3][C:4]1[CH:5]=[C:6]2[C:10](=[CH:11][CH:12]=1)[N:9]([CH3:17])[C:8](=[O:13])[C:7]2=[O:14]. (7) The product is: [CH3:11][C:8]1[CH:9]=[C:10]2[C:5](=[CH:6][CH:7]=1)[CH2:4][CH:3]([NH:12][C:13](=[O:17])[O:14][CH2:15][CH3:16])[CH2:2]2. Given the reactants O[CH:2]1[C:10]2[C:5](=[CH:6][CH:7]=[C:8]([CH3:11])[CH:9]=2)[CH2:4][CH:3]1[NH:12][C:13](=[O:17])[O:14][CH2:15][CH3:16].C([SiH](CC)CC)C, predict the reaction product.